Dataset: Full USPTO retrosynthesis dataset with 1.9M reactions from patents (1976-2016). Task: Predict the reactants needed to synthesize the given product. (1) The reactants are: [CH3:1][O:2][C:3]1[CH:4]=[C:5]2[C:10](=[CH:11][C:12]=1[O:13][CH3:14])[N:9]=[CH:8][CH:7]=[C:6]2[O:15][C:16]1[CH:22]=[CH:21][C:19]([NH2:20])=[CH:18][CH:17]=1.C1(C)C=CC=CC=1.[CH2:30]([N:32]([CH2:35]C)[CH2:33]C)[CH3:31].ClC(Cl)([O:40][C:41](=O)[O:42]C(Cl)(Cl)Cl)Cl.CN(C)CCO. Given the product [CH3:1][O:2][C:3]1[CH:4]=[C:5]2[C:10](=[CH:11][C:12]=1[O:13][CH3:14])[N:9]=[CH:8][CH:7]=[C:6]2[O:15][C:16]1[CH:22]=[CH:21][C:19]([NH:20][C:41](=[O:40])[O:42][CH2:31][CH2:30][N:32]([CH3:35])[CH3:33])=[CH:18][CH:17]=1, predict the reactants needed to synthesize it. (2) Given the product [CH2:1]([N:5]1[C:13]2[N:12]=[C:11]([Cl:14])[NH:10][C:9]=2[C:8](=[O:15])[N:7]([CH2:16][CH2:17][C:26]([O:28][CH2:29][CH3:30])=[O:27])[C:6]1=[O:22])[CH2:2][CH2:3][CH3:4], predict the reactants needed to synthesize it. The reactants are: [CH2:1]([N:5]1[C:13]2[N:12]=[C:11]([Cl:14])[NH:10][C:9]=2[C:8](=[O:15])[N:7]([CH2:16][C:17](OCC)=O)[C:6]1=[O:22])[CH2:2][CH2:3][CH3:4].BrCC[C:26]([O:28][CH2:29][CH3:30])=[O:27].C(=O)([O-])[O-].[Cs+].[Cs+]. (3) The reactants are: [Cl:1][C:2]1[CH:3]=[C:4]([NH:8][C:9]2[CH:10]=[CH:11][C:12]3[N:13]([C:15]([C@H:18]([NH:20][C:21](=[O:27])OC(C)(C)C)[CH3:19])=[N:16][N:17]=3)[N:14]=2)[CH:5]=[CH:6][CH:7]=1.[N:28]([C:31]1[CH:32]=[N:33][CH:34]=[CH:35][CH:36]=1)=C=O.CCN(C(C)C)C(C)C. Given the product [Cl:1][C:2]1[CH:3]=[C:4]([NH:8][C:9]2[CH:10]=[CH:11][C:12]3[N:13]([C:15]([C@H:18]([NH:20][C:21]([NH:28][C:31]4[CH:32]=[N:33][CH:34]=[CH:35][CH:36]=4)=[O:27])[CH3:19])=[N:16][N:17]=3)[N:14]=2)[CH:5]=[CH:6][CH:7]=1, predict the reactants needed to synthesize it. (4) The reactants are: Br[CH2:2][C:3]1[C:8]([O:9][CH3:10])=[CH:7][CH:6]=[CH:5][C:4]=1[N:11]1[C:15](=[O:16])[N:14]([CH3:17])[N:13]=[N:12]1.[Br:18][C:19]1[CH:24]=[CH:23][C:22]([OH:25])=[C:21]([CH3:26])[CH:20]=1.C(=O)([O-])[O-].[K+].[K+].C(#N)C. Given the product [Br:18][C:19]1[CH:24]=[CH:23][C:22]([O:25][CH2:2][C:3]2[C:8]([O:9][CH3:10])=[CH:7][CH:6]=[CH:5][C:4]=2[N:11]2[C:15](=[O:16])[N:14]([CH3:17])[N:13]=[N:12]2)=[C:21]([CH3:26])[CH:20]=1, predict the reactants needed to synthesize it. (5) Given the product [NH2:16][C:7]1[C:6]([CH2:5][C:4]2[CH:17]=[CH:18][CH:19]=[CH:20][C:3]=2[OH:2])=[CH:15][C:14]2[C:9](=[CH:10][CH:11]=[CH:12][CH:13]=2)[N:8]=1, predict the reactants needed to synthesize it. The reactants are: C[O:2][C:3]1[CH:20]=[CH:19][CH:18]=[CH:17][C:4]=1[CH2:5][C:6]1[C:7]([NH2:16])=[N:8][C:9]2[C:14]([CH:15]=1)=[CH:13][CH:12]=[CH:11][CH:10]=2.B(Br)(Br)Br.O.